The task is: Predict the product of the given reaction.. This data is from Forward reaction prediction with 1.9M reactions from USPTO patents (1976-2016). (1) Given the reactants [Br:1][CH2:2][CH2:3][CH2:4][CH2:5][CH2:6][CH2:7][CH2:8][CH2:9][CH2:10][CH2:11]Br.[S:13]([O-:16])([O-:15])=[O:14].[Na+:17].[Na+].C(O)C.BrCCS([O-])(=O)=O.[Na+], predict the reaction product. The product is: [Br:1][CH2:2][CH2:3][CH2:4][CH2:5][CH2:6][CH2:7][CH2:8][CH2:9][CH2:10][CH2:11][S:13]([O-:16])(=[O:15])=[O:14].[Na+:17]. (2) Given the reactants [Br:1][C:2]1[CH:3]=[C:4]([C:24]([F:27])([F:26])[F:25])[C:5]2[N:6]([C:17]([O:19][C:20]([CH3:23])([CH3:22])[CH3:21])=[O:18])[C:7]3[C:12]([S:13][C:14]=2[CH:15]=1)=[CH:11][C:10](Br)=[CH:9][CH:8]=3.C1C=CC(P(C2C(C3C(P(C4C=CC=CC=4)C4C=CC=CC=4)=CC=C4C=3C=CC=C4)=C3C(C=CC=C3)=CC=2)C2C=CC=CC=2)=CC=1.C([O-])([O-])=O.[Cs+].[Cs+].[NH:80]1[CH2:84][CH2:83][CH2:82][CH2:81]1, predict the reaction product. The product is: [N:80]1([C:10]2[CH:11]=[C:12]3[C:7](=[CH:8][CH:9]=2)[N:6]([C:17]([O:19][C:20]([CH3:22])([CH3:21])[CH3:23])=[O:18])[C:5]2[C:4]([C:24]([F:27])([F:25])[F:26])=[CH:3][C:2]([Br:1])=[CH:15][C:14]=2[S:13]3)[CH2:84][CH2:83][CH2:82][CH2:81]1.